From a dataset of Reaction yield outcomes from USPTO patents with 853,638 reactions. Predict the reaction yield, written as a fraction of the theoretical maximum amount of product (1.0 means a 100% yield; for example, 0.34 means a 34% yield). (1) The reactants are I[C:2]1[CH:7]=[CH:6][C:5](OC)=[C:4]([N+:10]([O-:12])=[O:11])[CH:3]=1.[C:13](=O)=[O:14].C(O)(C)C.C1([Mg]Cl)C=CC=CC=1.[CH:28](=[O:32])[CH:29]([CH3:31])[CH3:30]. The catalyst is O1CCCC1. The product is [CH3:13][O:14][C:2]1[CH:7]=[CH:6][C:5]([CH:28]([OH:32])[CH:29]([CH3:31])[CH3:30])=[C:4]([N+:10]([O-:12])=[O:11])[CH:3]=1. The yield is 0.300. (2) The reactants are [C:1]([O:5][C:6]([N:8]1[CH2:13][CH:12]=[C:11]([C:14]2[C:22]3[S:21][C:20]([NH2:23])=[N:19][C:18]=3[C:17]([O:24][CH3:25])=[CH:16][CH:15]=2)[CH2:10][CH2:9]1)=[O:7])([CH3:4])([CH3:3])[CH3:2].C([N:28]([CH:32]([CH3:34])[CH3:33])[CH:29]([CH3:31])C)C.CO.C1C[O:40][CH2:39][CH2:38]1. The product is [C:1]([O:5][C:6]([N:8]1[CH2:9][CH:10]=[C:11]([C:14]2[C:22]3[S:21][C:20]([NH:23][C:39]([C:38]4[CH:31]=[CH:29][N:28]=[C:32]([CH3:33])[CH:34]=4)=[O:40])=[N:19][C:18]=3[C:17]([O:24][CH3:25])=[CH:16][CH:15]=2)[CH2:12][CH2:13]1)=[O:7])([CH3:4])([CH3:3])[CH3:2]. The yield is 0.690. The catalyst is ClCCl.